From a dataset of Full USPTO retrosynthesis dataset with 1.9M reactions from patents (1976-2016). Predict the reactants needed to synthesize the given product. (1) Given the product [N:3]1([CH2:4][CH2:5][O:6][C:7]2[CH:8]=[CH:9][C:10]([C:13](=[O:17])[CH2:14][CH2:15][CH3:16])=[CH:11][CH:12]=2)[CH2:1][CH2:2][CH2:19][CH2:18]1, predict the reactants needed to synthesize it. The reactants are: [CH2:1]([N:3]([CH2:18][CH3:19])[CH2:4][CH2:5][O:6][C:7]1[CH:12]=[CH:11][C:10]([C:13](=[O:17])[CH2:14][CH2:15][CH3:16])=[CH:9][CH:8]=1)[CH3:2].Cl.ClCCN1CCCC1. (2) Given the product [C:14]1([CH2:13][O:12][C:10]2[CH:9]=[C:4]([CH:3]=[C:2]([O:1][CH:23]3[CH2:24][CH2:25][O:20][CH2:21][CH2:22]3)[CH:11]=2)[C:5]([O:7][CH3:8])=[O:6])[CH:19]=[CH:18][CH:17]=[CH:16][CH:15]=1, predict the reactants needed to synthesize it. The reactants are: [OH:1][C:2]1[CH:3]=[C:4]([CH:9]=[C:10]([O:12][CH2:13][C:14]2[CH:19]=[CH:18][CH:17]=[CH:16][CH:15]=2)[CH:11]=1)[C:5]([O:7][CH3:8])=[O:6].[O:20]1[CH2:25][CH2:24][CH:23](O)[CH2:22][CH2:21]1.C1(P(C2C=CC=CC=2)C2C=CC=CC=2)C=CC=CC=1.CCOC(/N=N/C(OCC)=O)=O. (3) Given the product [CH2:7]([O:27][C:25]1[C:24]([C:28]([O:30][CH2:31][CH3:32])=[O:29])=[N:23][N:22]([C:17]2[CH:18]=[CH:19][CH:20]=[CH:21][C:16]=2[F:15])[CH:26]=1)[C:8]1[CH:13]=[CH:12][CH:11]=[CH:10][CH:9]=1, predict the reactants needed to synthesize it. The reactants are: C([O-])([O-])=O.[K+].[K+].[CH2:7](Cl)[C:8]1[CH:13]=[CH:12][CH:11]=[CH:10][CH:9]=1.[F:15][C:16]1[CH:21]=[CH:20][CH:19]=[CH:18][C:17]=1[N:22]1[CH:26]=[C:25]([OH:27])[C:24]([C:28]([O:30][CH2:31][CH3:32])=[O:29])=[N:23]1. (4) Given the product [ClH:20].[CH3:1][O:2][C:3]1([C:12]2[CH:13]=[C:14]([CH:17]=[CH:18][CH:19]=2)[C:15]#[N:16])[CH2:8][CH2:7][CH2:6][CH2:5][CH:4]1[CH2:9][NH:10][CH3:11].[ClH:20], predict the reactants needed to synthesize it. The reactants are: [CH3:1][O:2][C:3]1([C:12]2[CH:13]=[C:14]([CH:17]=[CH:18][CH:19]=2)[C:15]#[N:16])[CH2:8][CH2:7][CH2:6][CH2:5][CH:4]1[CH2:9][NH:10][CH3:11].[ClH:20]. (5) Given the product [Br:1][C:2]1[CH:11]=[CH:10][C:5]([C:6]2[O:7][C:14]([CH3:15])=[N:9][N:8]=2)=[CH:4][CH:3]=1, predict the reactants needed to synthesize it. The reactants are: [Br:1][C:2]1[CH:11]=[CH:10][C:5]([C:6]([NH:8][NH2:9])=[O:7])=[CH:4][CH:3]=1.CO[C:14](OC)(N(C)C)[CH3:15].O.C1(C)C=CC(S(O)(=O)=O)=CC=1. (6) Given the product [Br:1][C:2]1[CH:3]=[C:4]([NH:10][C:11]2[CH:20]=[CH:19][C:18]3[CH2:17][N:16]([CH3:25])[CH2:15][CH2:14][C:13]=3[N:12]=2)[C:5](=[O:9])[N:6]([CH3:8])[CH:7]=1, predict the reactants needed to synthesize it. The reactants are: [Br:1][C:2]1[CH:3]=[C:4]([NH:10][C:11]2[CH:20]=[CH:19][C:18]3[CH2:17][NH:16][CH2:15][CH2:14][C:13]=3[N:12]=2)[C:5](=[O:9])[N:6]([CH3:8])[CH:7]=1.C=O.[BH-](OC(C)=O)(OC(C)=O)O[C:25](C)=O.[Na+].C(O)(=O)C.[OH-].[Na+]. (7) Given the product [CH2:1]([C:8]1[C:13]([C:14]([O:16][CH2:17][CH3:18])=[O:15])=[C:12]([Cl:39])[N:11]=[CH:10][N:9]=1)[C:2]1[CH:7]=[CH:6][CH:5]=[CH:4][CH:3]=1, predict the reactants needed to synthesize it. The reactants are: [CH2:1]([C:8]1[C:13]([C:14]([O:16][CH2:17][CH3:18])=[O:15])=[C:12](O)[N:11]=[CH:10][N:9]=1)[C:2]1[CH:7]=[CH:6][CH:5]=[CH:4][CH:3]=1.C(N(C(C)C)C(C)C)C.[OH-].[Na+].C(OCC)(=O)C.P(Cl)(Cl)([Cl:39])=O. (8) Given the product [C:13]([C:10]1[CH:11]=[CH:12][C:7]([OH:6])=[CH:8][CH:9]=1)([C:15]1[CH:16]=[CH:17][C:18]([OH:21])=[CH:19][CH:20]=1)=[CH2:14], predict the reactants needed to synthesize it. The reactants are: B(Br)(Br)Br.C[O:6][C:7]1[CH:12]=[CH:11][C:10]([C:13]([C:15]2[CH:20]=[CH:19][C:18]([O:21]C)=[CH:17][CH:16]=2)=[CH2:14])=[CH:9][CH:8]=1.